Dataset: Catalyst prediction with 721,799 reactions and 888 catalyst types from USPTO. Task: Predict which catalyst facilitates the given reaction. (1) The catalyst class is: 10. Product: [CH3:1][O:2][CH2:3][CH2:4][CH2:5][C:6]1[S:10][C:9]([C:11]2[CH:16]=[CH:15][CH:14]=[CH:13][CH:12]=2)=[N:8][C:7]=1[C:17]([NH:31][C:30]1[CH:32]=[CH:33][CH:34]=[CH:35][C:29]=1[C:21]1[S:22][C:23]2[C:28]([N:20]=1)=[CH:27][CH:26]=[CH:25][N:24]=2)=[O:18]. Reactant: [CH3:1][O:2][CH2:3][CH2:4][CH2:5][C:6]1[S:10][C:9]([C:11]2[CH:16]=[CH:15][CH:14]=[CH:13][CH:12]=2)=[N:8][C:7]=1[C:17](Cl)=[O:18].[N:20]1[C:28]2[C:23](=[N:24][CH:25]=[CH:26][CH:27]=2)[S:22][C:21]=1[C:29]1[CH:35]=[CH:34][CH:33]=[CH:32][C:30]=1[NH2:31].CCN(C(C)C)C(C)C. (2) Reactant: [Br:1][C:2]1[C:11]2[C:6](=[CH:7][C:8]([O:12][CH3:13])=[CH:9][CH:10]=2)[CH:5]=[CH:4][C:3]=1[OH:14].C([O-])([O-])=O.[K+].[K+].[CH2:21](Cl)[O:22][CH3:23]. Product: [Br:1][C:2]1[C:11]2[C:6](=[CH:7][C:8]([O:12][CH3:13])=[CH:9][CH:10]=2)[CH:5]=[CH:4][C:3]=1[O:14][CH2:21][O:22][CH3:23]. The catalyst class is: 92. (3) Reactant: [Cl:1][C:2]1[CH:3]=[C:4]([C@@H:8]2[C@@H:13]([C:14]3[CH:19]=[CH:18][C:17]([Cl:20])=[CH:16][N:15]=3)[N:12]([C@@H:21]([CH2:24][CH3:25])[CH2:22][OH:23])[C:11](=[O:26])[CH2:10][CH2:9]2)[CH:5]=[CH:6][CH:7]=1.N1C=CN=C1.[Si:32](Cl)([C:45]([CH3:48])([CH3:47])[CH3:46])([C:39]1[CH:44]=[CH:43][CH:42]=[CH:41][CH:40]=1)[C:33]1[CH:38]=[CH:37][CH:36]=[CH:35][CH:34]=1. Product: [Si:32]([O:23][CH2:22][C@@H:21]([N:12]1[C@H:13]([C:14]2[CH:19]=[CH:18][C:17]([Cl:20])=[CH:16][N:15]=2)[C@@H:8]([C:4]2[CH:5]=[CH:6][CH:7]=[C:2]([Cl:1])[CH:3]=2)[CH2:9][CH2:10][C:11]1=[O:26])[CH2:24][CH3:25])([C:45]([CH3:48])([CH3:47])[CH3:46])([C:39]1[CH:40]=[CH:41][CH:42]=[CH:43][CH:44]=1)[C:33]1[CH:38]=[CH:37][CH:36]=[CH:35][CH:34]=1. The catalyst class is: 3. (4) Reactant: [CH2:1]([C:3]1[C:8]([CH2:9][CH:10]=O)=[CH:7][CH:6]=[CH:5][C:4]=1[C:12]1[S:16][C:15]([C:17]2[CH:18]=[CH:19][C:20]([O:25][CH:26]([CH3:28])[CH3:27])=[C:21]([CH:24]=2)[C:22]#[N:23])=[N:14][CH:13]=1)[CH3:2].[NH2:29][CH2:30]CC(OCC)=O.[C:47]([O:46][BH-]([O:46][C:47](=[O:49])[CH3:48])[O:46][C:47](=[O:49])[CH3:48])(=[O:49])[CH3:48].[Na+].[CH2:51]=O. Product: [C:22]([C:21]1[CH:24]=[C:17]([C:15]2[S:16][C:12]([C:4]3[C:3]([CH2:1][CH3:2])=[C:8]([CH2:9][CH2:10][N:29]([CH3:30])[CH2:51][CH2:48][C:47]([OH:46])=[O:49])[CH:7]=[CH:6][CH:5]=3)=[CH:13][N:14]=2)[CH:18]=[CH:19][C:20]=1[O:25][CH:26]([CH3:27])[CH3:28])#[N:23]. The catalyst class is: 411.